Dataset: Reaction yield outcomes from USPTO patents with 853,638 reactions. Task: Predict the reaction yield, written as a fraction of the theoretical maximum amount of product (1.0 means a 100% yield; for example, 0.34 means a 34% yield). The reactants are [C:1]([C@:3]12[CH2:20][CH2:19][C@@:17]3([CH3:18])[C@@H:13]([CH2:14][C@@H:15](CC([O-])=O)[CH2:16]3)[C@@H:12]1[CH2:11][CH2:10][C:9]1[CH:8]=[C:7]([OH:25])[CH:6]=[CH:5][C:4]2=1)#[N:2].C(=O)([O-])[O-:27].[K+].[K+]. The catalyst is CO. The product is [C:1]([C@:3]12[CH2:20][CH2:19][C@@:17]3([CH3:18])[C@@H:13]([CH2:14][C@@H:15]([OH:27])[CH2:16]3)[C@@H:12]1[CH2:11][CH2:10][C:9]1[CH:8]=[C:7]([OH:25])[CH:6]=[CH:5][C:4]2=1)#[N:2]. The yield is 0.930.